Dataset: Catalyst prediction with 721,799 reactions and 888 catalyst types from USPTO. Task: Predict which catalyst facilitates the given reaction. Reactant: [Cl:1][C:2]1[CH:3]=[C:4]([C:8]2[N:9]=[C:10]([N:16]3[C:20]4[CH:21]=[C:22]([O:25][CH2:26][CH:27]5[CH2:32][CH2:31][NH:30][CH2:29][CH2:28]5)[CH:23]=[CH:24][C:19]=4[N:18]=[CH:17]3)[S:11][C:12]=2[C:13]([NH2:15])=[O:14])[CH:5]=[CH:6][CH:7]=1.C=O.[C:35](O)(=O)C.C(O[BH-](OC(=O)C)OC(=O)C)(=O)C.[Na+]. Product: [Cl:1][C:2]1[CH:3]=[C:4]([C:8]2[N:9]=[C:10]([N:16]3[C:20]4[CH:21]=[C:22]([O:25][CH2:26][CH:27]5[CH2:28][CH2:29][N:30]([CH3:35])[CH2:31][CH2:32]5)[CH:23]=[CH:24][C:19]=4[N:18]=[CH:17]3)[S:11][C:12]=2[C:13]([NH2:15])=[O:14])[CH:5]=[CH:6][CH:7]=1. The catalyst class is: 138.